Predict the reaction yield, written as a fraction of the theoretical maximum amount of product (1.0 means a 100% yield; for example, 0.34 means a 34% yield). From a dataset of Reaction yield outcomes from USPTO patents with 853,638 reactions. The reactants are [CH2:1]([O:8][CH2:9][C@H:10]([NH:24][C:25](=[O:43])[C@@H:26]([NH:34][C:35]([N:37]1[CH2:42][CH2:41][O:40][CH2:39][CH2:38]1)=[O:36])[CH2:27][CH:28]1[CH2:33][CH2:32][CH2:31][CH2:30][CH2:29]1)[CH:11]([OH:23])[C:12](=[O:22])[NH:13][C:14]([CH3:21])([CH3:20])[CH2:15][C:16]([CH3:19])([CH3:18])[CH3:17])[C:2]1[CH:7]=[CH:6][CH:5]=[CH:4][CH:3]=1.CC(OI1(OC(C)=O)(OC(C)=O)OC(=O)C2C=CC=CC1=2)=O. The catalyst is C(Cl)Cl. The product is [CH2:1]([O:8][CH2:9][C@H:10]([NH:24][C:25](=[O:43])[C@@H:26]([NH:34][C:35]([N:37]1[CH2:42][CH2:41][O:40][CH2:39][CH2:38]1)=[O:36])[CH2:27][CH:28]1[CH2:33][CH2:32][CH2:31][CH2:30][CH2:29]1)[C:11](=[O:23])[C:12](=[O:22])[NH:13][C:14]([CH3:21])([CH3:20])[CH2:15][C:16]([CH3:18])([CH3:17])[CH3:19])[C:2]1[CH:3]=[CH:4][CH:5]=[CH:6][CH:7]=1. The yield is 0.710.